From a dataset of Forward reaction prediction with 1.9M reactions from USPTO patents (1976-2016). Predict the product of the given reaction. Given the reactants [Cl:1][C:2]1[CH:10]=[CH:9][C:5]([C:6](Cl)=[O:7])=[CH:4][N:3]=1.[NH2:11][C:12]1[CH:17]=[N:16][CH:15]=[CH:14][N:13]=1.C1COCC1.C(N(CC)CC)C, predict the reaction product. The product is: [Cl:1][C:2]1[N:3]=[CH:4][C:5]([C:6]([NH:11][C:12]2[CH:17]=[N:16][CH:15]=[CH:14][N:13]=2)=[O:7])=[CH:9][CH:10]=1.